From a dataset of Forward reaction prediction with 1.9M reactions from USPTO patents (1976-2016). Predict the product of the given reaction. (1) Given the reactants [CH2:1]([NH:9][CH2:10][CH2:11][CH2:12][CH2:13][CH2:14][CH2:15][CH2:16][CH3:17])[CH2:2][CH2:3][CH2:4][CH2:5][CH2:6][CH2:7][CH3:8].[O-2].[Zn+2:19].[C:20](=[S:22])=[S:21], predict the reaction product. The product is: [CH2:10]([N:9]([CH2:1][CH2:2][CH2:3][CH2:4][CH2:5][CH2:6][CH2:7][CH3:8])[C:20](=[S:21])[S-:22])[CH2:11][CH2:12][CH2:13][CH2:14][CH2:15][CH2:16][CH3:17].[Zn+2:19].[CH2:10]([N:9]([CH2:1][CH2:2][CH2:3][CH2:4][CH2:5][CH2:6][CH2:7][CH3:8])[C:20](=[S:21])[S-:22])[CH2:11][CH2:12][CH2:13][CH2:14][CH2:15][CH2:16][CH3:17]. (2) Given the reactants [CH3:1][O:2][C:3]1[CH:22]=[CH:21][C:6]([C:7]([CH:9]2[CH2:14][CH2:13][N:12]([CH:15]3[CH2:19][CH2:18][NH:17][C:16]3=[O:20])[CH2:11][CH2:10]2)=[O:8])=[CH:5][CH:4]=1.Cl[CH2:24][C:25]1[NH:26][C:27](=[O:35])[C:28]2[CH2:34][O:33][CH2:32][CH2:31][C:29]=2[N:30]=1.[H-].[Na+], predict the reaction product. The product is: [CH3:1][O:2][C:3]1[CH:4]=[CH:5][C:6]([C:7]([CH:9]2[CH2:14][CH2:13][N:12]([CH:15]3[CH2:19][CH2:18][N:17]([CH2:24][C:25]4[NH:26][C:27](=[O:35])[C:28]5[CH2:34][O:33][CH2:32][CH2:31][C:29]=5[N:30]=4)[C:16]3=[O:20])[CH2:11][CH2:10]2)=[O:8])=[CH:21][CH:22]=1. (3) Given the reactants C(OC([N:8]1[CH2:13][CH2:12][CH:11]([NH:14][C:15](=[O:43])[C:16]2[CH:21]=[CH:20][C:19]([Br:22])=[CH:18][C:17]=2[NH:23][C:24]2([CH2:35][C:36]3[CH:41]=[CH:40][CH:39]=[C:38]([Cl:42])[CH:37]=3)[C:32]3[C:27](=[CH:28][C:29]([Cl:33])=[CH:30][CH:31]=3)[NH:26][C:25]2=[O:34])[CH2:10][CH2:9]1)=O)(C)(C)C.C(O)(C(F)(F)F)=O, predict the reaction product. The product is: [Br:22][C:19]1[CH:20]=[CH:21][C:16]([C:15]([NH:14][CH:11]2[CH2:10][CH2:9][NH:8][CH2:13][CH2:12]2)=[O:43])=[C:17]([NH:23][C:24]2([CH2:35][C:36]3[CH:41]=[CH:40][CH:39]=[C:38]([Cl:42])[CH:37]=3)[C:32]3[C:27](=[CH:28][C:29]([Cl:33])=[CH:30][CH:31]=3)[NH:26][C:25]2=[O:34])[CH:18]=1.